From a dataset of Full USPTO retrosynthesis dataset with 1.9M reactions from patents (1976-2016). Predict the reactants needed to synthesize the given product. Given the product [F:25][C:22]1[CH:21]=[CH:20][C:19]([CH:8]([C:5]2[CH:4]=[CH:3][C:2]([F:1])=[CH:7][CH:6]=2)[C:9]2[S:13][C:12]([C:14]([OH:16])=[O:15])=[CH:11][CH:10]=2)=[CH:24][CH:23]=1, predict the reactants needed to synthesize it. The reactants are: [F:1][C:2]1[CH:7]=[CH:6][C:5]([CH:8]([C:19]2[CH:24]=[CH:23][C:22]([F:25])=[CH:21][CH:20]=2)[C:9]2[S:13][C:12]([C:14]([O:16]CC)=[O:15])=[CH:11][CH:10]=2)=[CH:4][CH:3]=1.[OH-].[Na+].